From a dataset of B-cell epitopes from IEDB database with 3,159 antigens for binding position prediction. Token-level Classification. Given an antigen amino acid sequence, predict which amino acid positions are active epitope sites capable of antibody binding. Output is a list of indices for active positions. (1) Given the antigen sequence: MMKFLLIAAVAFVAVSADPIHYDKITEEINKAIDDAIAAIEQSETIDPMKVPDHADKFERHVGILDFKGELAMRNIEARGLKQMKRQGDANVKGEEGIVKAHLLIGVHDDIVSMEYDLAYKLGDLHPTTHVISDIQDFVVALSLEISDEGNITMTSFEVRQFANVVNHIGGLSILDPIFGVLSDVLTAIFQDTVRKEMTKVLAPAFKRELEKN, which amino acid positions are active epitope sites? The epitope positions are: [68, 69, 70, 71, 72, 73, 74, 75, 76, 77, 78, 79, 80]. The amino acids at these positions are: GELAMRNIEARGL. (2) Given the antigen sequence: MGNCLYPVETLSLDKNGTQFTFDSWNYSFEDNYSYELSSDYSLTPAAPCYSCNLLDRSSLPFFMLTSVLGMLASGSILFAILRPFFHWQICPSWPILAELAVGSALFSIAVPILAPGLHSAHSTALCNLGYWVWYTSAFAQALLIGCYACLNPRLNIGQLRGFTLGLSVGLWGAAALSGLPVALASDVYNGFCTFPSSRDMEALKYTHYAICFTIFTVLPLTLLAAKGLKIALSKGPGPWVSVLWIWFIFWWPHGMVLIFDALVRSKTVLLYTCQSQKILDAMLNVTEALSMLHCVATPLLLALFCHQTTRRSLSSLSLPTRQASQMDALAGKS, which amino acid positions are active epitope sites? The epitope positions are: [16, 17, 18, 19, 20, 21, 22, 23, 24, 25, 26, 27, 28, 29, 30, 31, 32, 33]. The amino acids at these positions are: GTQFTFDSWNYSFEDNYS. (3) Given the antigen sequence: MISPVLILFSSFLCHVAIAGRTCPKPDDLPFSTVVPLKTFYEPGEEITYSCKPGYVSRGGMRKFICPLTGLWPINTLKCTPRVCPFAGILENGAVRYTTFEYPNTISFSCNTGFYLNGADSAKCTEEGKWSPELPVCAPIICPPPSIPTFATLRVYKPSAGNNSLYRDTAVFECLPQHAMFGNDTITCTTHGNWTKLPECREVKCPFPSRPDNGFVNYPAKPTLYYKDKATFGCHDGYSLDGPEEIECTKLGNWSAMPSCKASCKVPVKKATVVYQGERVKIQEKFKNGMLHGDKVSFFCKNKEKKCSYTEDAQCIDGTIEVPKCFKEHSSLAFWKTDASDVKPC, which amino acid positions are active epitope sites? The epitope positions are: [212, 213, 214, 215, 216, 217, 218, 219, 220, 221, 222, 223, 224, 225, 226]. The amino acids at these positions are: NGFVNYPAKPTLYYK. (4) Given the antigen sequence: MEELQDDYEDMMEENLEQEEYEDPDIPESQMEEPAAHDTEATATDYHTTSHPGTHKVYVELQELVMDEKNQELRWMEAARWVQLEENLGENGAWGRPHLSHLTFWSLLELRRVFTKGTVLLDLQETSLAGVANQLLDRFIFEDQIRPQDREELLRALLLKHSHAGELEALGGVKPAVLTRSGDPSQPLLPQHSSLETQLFCEQGDGGTEGHSPSGILEKIPPDSEATLVLVGRADFLEQPVLGFVRLQEAAELEAVELPVPIRFLFVLLGPEAPHIDYTQLGRAAATLMSERVFRIDAYMAQSRGELLHSLEGFLDCSLVLPPTDAPSEQALLSLVPVQRELLRRRYQSSPAKPDSSFYKGLDLNGGPDDPLQQTGQLFGGLVRDIRRRYPYYLSDITDAFSPQVLAAVIFIYFAALSPAITFGGLLGEKTRNQMGVSELLISTAVQGILFALLGAQPLLVVGFSGPLLVFEEAFFSFCETNGLEYIVGRVWIGFWLILL..., which amino acid positions are active epitope sites? The epitope positions are: [811, 812, 813, 814, 815, 816, 817, 818, 819, 820, 821, 822, 823, 824, 825, 826]. The amino acids at these positions are: LFKPPKYHPDVPYVKR. (5) Given the antigen sequence: MEGAEAGARATFGAWDYGVFATMLLVSTGIGLWVGLARGGQRSADDFFTGGRQLAAVPVGLSLAASFMSAVQVLGVPAEAARYGLKFLWMCAGQLLNSLLTAFLFLPIFYRLGLTSTYQYLELRFSRAVRLCGTLQYLVATMLYTGIVIYAPALILNQVTGLDIWASLLSTGIICTLYTTVGGMKAVVWTDVFQVVVMLVGFWVILARGVILLGGPRNMLSLAQNHSRINLMDFDPDPRSRYTFWTFIVGGTLVWLSMYGVNQAQVQRYVACHTEGKAKLALLVNQLGLFLIVASAACCGIVMFVYYKDCDPLLTGRISAPDQYMPLLVLDIFEDLPGVPGLFLACAYSGTLSTASTSINAMAAVTVEDLIKPRMPGLAPRKLVFISKGLSFIYGSACLTVAALSSLLGGGVLQGSFTVMGVISGPLLGAFTLGMLLPACNTPGVLSGLAAGLAVSLWVAVGATLYPPGEQTMGVLPTSAAGCTNDSVLLGPPGATNASN..., which amino acid positions are active epitope sites? The epitope positions are: [544, 545, 546, 547, 548, 549, 550, 551, 552, 553, 554, 555, 556, 557, 558, 559, 560, 561, 562, 563]. The amino acids at these positions are: TGPTKRSSLGPGLLWWDLAR. (6) Given the antigen sequence: MSTLQELQENITAHEQQLVTARQKLKDAEKAVEVDPDDVNKSTLQNRRAAVSTLETKLGELKRQLADLVAAQKLATKPVDPTGLEPDDHLKEKSSLRYGNVLDVNSIDLEEPSGQTADWKAIGAYILGFAIPIILKALYMLSTRGRQAVKDNKGTRIRFKDDSSFEEVNGIRKPKHLYVSMPTAQSTMKAEEITPGRFRTIACGLFPAQVKARNIISPVMGVIGFGFFVKDWMDRIEEFLAAECPFLPKPKVASEAFMSTNKMYFLNRQRQVNESKVQDIIDLIDHAETESATLFTEIATPHSVWVFACAPDRCPPTALYVAGVPELGAFFSILQDMRNTIMASKSVGTAEEKLKKKSAFYQSYLRRTQSMGIQLDQKIIILYMLSWGKEAVNHFHLGDDMDPELRQLAQSLIDTKVKEISNQEPLKL, which amino acid positions are active epitope sites? The epitope positions are: [260, 261, 262, 263, 264, 265, 266, 267, 268, 269, 270, 271, 272]. The amino acids at these positions are: NKMYFLNRQRQVN. (7) Given the antigen sequence: MQITQFLLIIPVLFVSAGDKMPTEEQPFPSRLGPLVTLESAITQPTAVYTMRTVGNVAKAAKAWKSAVSSSDVSTTIPTPVSEENITSTLQTQTEEVPAASGSDSYTVTNLVQTQSQVQDNVKQQQDTKGNRSDSEEENEDSTLSTDVSPTIPTPVSEEIITPTLQAQTKEEVPPADLSDQVPSNGSDSEEEDNKSTSSKDEKELKKTLQPGKTSTGETTSGQDLNSKQQQTGVSDLASGSHSSGLKVPGVGVPGAVSPQGGQSLASNTSREGQAQHQQVRDGDGRVIEPKIGLPGPPSAPVPSPGAPGIIVRESGNRAMDIVQFLGRFKPEPRAYEGERTNVAELKKFLFEELESLVNTLIELKLAIASDFVEITDGLRKNTKDHEARLKLLRGVEFTKRKSVANVVKGFSSLYCVLLMNMNVIKEKTKESEVADGIWKLSTIPDKVANELLLAMEKIVVPPKTPELEEAFEAIEFGFKIAYYATKDILSSIENTVHNL..., which amino acid positions are active epitope sites? The epitope positions are: [168, 169, 170, 171, 172, 173, 174, 175, 176, 177, 178, 179, 180, 181, 182]. The amino acids at these positions are: TKEEVPPADLSDQVP.